Dataset: Forward reaction prediction with 1.9M reactions from USPTO patents (1976-2016). Task: Predict the product of the given reaction. (1) Given the reactants C([O:9][CH2:10][CH2:11][N:12]1[C:20]2[C:19](Cl)=[N:18][CH:17]=[N:16][C:15]=2[CH:14]=[CH:13]1)(=O)C1C=CC=CC=1.[NH2:22][C:23]1[CH:39]=[CH:38][C:26]([O:27][C:28]2[CH:36]=[CH:35][CH:34]=[C:33]3[C:29]=2[CH2:30][C:31](=[O:37])[NH:32]3)=[C:25]([Cl:40])[CH:24]=1.C(=O)([O-])O.[Na+], predict the reaction product. The product is: [Cl:40][C:25]1[CH:24]=[C:23]([NH:22][C:19]2[C:20]3[N:12]([CH2:11][CH2:10][OH:9])[CH:13]=[CH:14][C:15]=3[N:16]=[CH:17][N:18]=2)[CH:39]=[CH:38][C:26]=1[O:27][C:28]1[CH:36]=[CH:35][CH:34]=[C:33]2[C:29]=1[CH2:30][C:31](=[O:37])[NH:32]2. (2) Given the reactants [CH3:1][C:2]1[CH:7]=[CH:6][C:5]([S:8]([O:11][CH2:12][C@@H:13]2[O:18][C:17]3[C:19](/[CH:26]=[CH:27]/[C:28](=O)[CH3:29])=[C:20]([N+:23]([O-])=O)[CH:21]=[CH:22][C:16]=3[O:15][CH2:14]2)(=[O:10])=[O:9])=[CH:4][CH:3]=1.O, predict the reaction product. The product is: [CH3:1][C:2]1[CH:3]=[CH:4][C:5]([S:8]([O:11][CH2:12][CH:13]2[O:18][C:17]3=[C:19]4[C:20](=[CH:21][CH:22]=[C:16]3[O:15][CH2:14]2)[N:23]=[C:28]([CH3:29])[CH:27]=[CH:26]4)(=[O:10])=[O:9])=[CH:6][CH:7]=1. (3) Given the reactants [Cl:1][C:2]1[CH:3]=[C:4]([CH:10]=[CH:11][C:12]=1[CH2:13][CH:14]([CH3:16])[CH3:15])[C:5]([O:7]CC)=[O:6].[OH-].[Na+], predict the reaction product. The product is: [Cl:1][C:2]1[CH:3]=[C:4]([CH:10]=[CH:11][C:12]=1[CH2:13][CH:14]([CH3:16])[CH3:15])[C:5]([OH:7])=[O:6]. (4) Given the reactants [O:1]=[S:2]1(=[O:16])[C:7]2[CH:8]=[CH:9][CH:10]=[CH:11][C:6]=2[NH:5][C:4]([CH2:12][C:13]([OH:15])=O)=[N:3]1.[CH2:17]([O:19][C:20]([C@H:22]1[C@@H:27]([NH:28][CH2:29][C:30]2[CH:35]=[CH:34][C:33]([F:36])=[CH:32][CH:31]=2)[C@H:26]2[CH2:37][C@@H:23]1[CH2:24][CH2:25]2)=[O:21])[CH3:18].Cl.CN(C)CCCN=C=NCC.CN1CCOCC1.Cl, predict the reaction product. The product is: [CH2:17]([O:19][C:20]([C@H:22]1[C@@H:27]([N:28]([C:13](=[O:15])[CH2:12][C:4]2[NH:5][C:6]3[CH:11]=[CH:10][CH:9]=[CH:8][C:7]=3[S:2](=[O:1])(=[O:16])[N:3]=2)[CH2:29][C:30]2[CH:35]=[CH:34][C:33]([F:36])=[CH:32][CH:31]=2)[C@H:26]2[CH2:37][C@@H:23]1[CH2:24][CH2:25]2)=[O:21])[CH3:18]. (5) Given the reactants [NH:1]1[C:5]2[CH:6]=[CH:7][CH:8]=[CH:9][C:4]=2[N:3]=[C:2]1[C:10]([C:12]1[CH:17]=[CH:16][C:15]([OH:18])=[CH:14][CH:13]=1)=[O:11].F[C:20]1[C:25]([C:26]2[N:34]=[CH:33][N:32]=[C:31]3[C:27]=2[N:28]=[CH:29][N:30]3C2CCCCO2)=[CH:24][CH:23]=[CH:22][N:21]=1.C(=O)([O-])[O-].[Cs+].[Cs+].C(O)(C(F)(F)F)=O.N, predict the reaction product. The product is: [N:34]1[C:26]([C:25]2[C:20]([O:18][C:15]3[CH:16]=[CH:17][C:12]([C:10]([C:2]4[NH:3][C:4]5[CH:9]=[CH:8][CH:7]=[CH:6][C:5]=5[N:1]=4)=[O:11])=[CH:13][CH:14]=3)=[N:21][CH:22]=[CH:23][CH:24]=2)=[C:27]2[C:31]([NH:30][CH:29]=[N:28]2)=[N:32][CH:33]=1. (6) Given the reactants Br[C:2]1[CH:7]=[C:6]([O:8][CH3:9])[C:5]([O:10][CH3:11])=[CH:4][C:3]=1[CH:12]1[O:16]CCO1.C([Li])CCC.[CH3:22][N:23]([CH3:27])[C:24](Cl)=[O:25].Cl, predict the reaction product. The product is: [CH:12]([C:3]1[CH:4]=[C:5]([O:10][CH3:11])[C:6]([O:8][CH3:9])=[CH:7][C:2]=1[C:24]([N:23]([CH3:27])[CH3:22])=[O:25])=[O:16]. (7) Given the reactants [CH2:1]1[CH2:11][CH2:10][N:9]2[C:4](=[N:5][CH2:6][CH2:7][CH2:8]2)[CH2:3][CH2:2]1.[ClH:12], predict the reaction product. The product is: [ClH:12].[CH2:1]1[CH2:11][CH2:10][N:9]2[C:4](=[N:5][CH2:6][CH2:7][CH2:8]2)[CH2:3][CH2:2]1. (8) Given the reactants C[Si]([C:5]#[C:6][C:7]1[N:11]2[CH:12]=[CH:13][N:14]=[CH:15][C:10]2=[N:9][CH:8]=1)(C)C.C(OCC)(=O)C.C(=O)([O-])[O-].[K+].[K+], predict the reaction product. The product is: [C:6]([C:7]1[N:11]2[CH:12]=[CH:13][N:14]=[CH:15][C:10]2=[N:9][CH:8]=1)#[CH:5]. (9) Given the reactants [NH2:1][CH:2]([C:6]#[N:7])[C:3]([NH2:5])=[O:4].[CH3:8][O-:9].[Na+].[CH3:11][C:12]([CH:14]=O)=O, predict the reaction product. The product is: [CH3:8][O:9][C:6]1[C:2]([C:3]([NH2:5])=[O:4])=[N:1][CH:14]=[C:12]([CH3:11])[N:7]=1.